Dataset: Forward reaction prediction with 1.9M reactions from USPTO patents (1976-2016). Task: Predict the product of the given reaction. (1) Given the reactants [Cl:1][C:2]1[C:3]([CH2:8][NH:9][C:10]([C@H:12]2[CH2:17][N:16]3[C:18](=[O:21])[O:19][CH2:20][C@@H:15]3[CH2:14][CH2:13]2)=O)=[N:4][CH:5]=[CH:6][N:7]=1.O=P(Cl)(Cl)Cl.C([O-])(O)=O.[Na+], predict the reaction product. The product is: [Cl:1][C:2]1[C:3]2[N:4]([C:10]([C@@H:12]3[CH2:17][N:16]4[C:18](=[O:21])[O:19][CH2:20][C@H:15]4[CH2:14][CH2:13]3)=[N:9][CH:8]=2)[CH:5]=[CH:6][N:7]=1. (2) Given the reactants [NH2:1][C:2]1[C:3]2[CH2:14][N:13]([C:15]([O:17][C:18]([CH3:21])([CH3:20])[CH3:19])=[O:16])[C:12]([CH3:23])([CH3:22])[C:4]=2[N:5]([C:7]([O:9][CH2:10][CH3:11])=[O:8])[N:6]=1.[F:24][C:25]1[CH:26]=[C:27]([N:31]=[C:32]=[O:33])[CH:28]=[CH:29][CH:30]=1, predict the reaction product. The product is: [F:24][C:25]1[CH:26]=[C:27]([NH:31][C:32]([NH:1][C:2]2[C:3]3[CH2:14][N:13]([C:15]([O:17][C:18]([CH3:21])([CH3:20])[CH3:19])=[O:16])[C:12]([CH3:22])([CH3:23])[C:4]=3[N:5]([C:7]([O:9][CH2:10][CH3:11])=[O:8])[N:6]=2)=[O:33])[CH:28]=[CH:29][CH:30]=1.